This data is from Full USPTO retrosynthesis dataset with 1.9M reactions from patents (1976-2016). The task is: Predict the reactants needed to synthesize the given product. (1) The reactants are: C(OC([NH:11][C:12]1([PH:20]([NH:22][C:23]([CH:25]2[CH2:30][CH2:29][CH2:28][CH2:27][CH2:26]2)=[O:24])=[O:21])[CH2:17][CH2:16][CH2:15][N:14]([NH2:18])[C:13]1=[O:19])=O)C1C=CC=CC=1. Given the product [NH2:11][C:12]1([PH:20]([NH:22][C:23]([CH:25]2[CH2:30][CH2:29][CH2:28][CH2:27][CH2:26]2)=[O:24])=[O:21])[CH2:17][CH2:16][CH2:15][N:14]([NH2:18])[C:13]1=[O:19], predict the reactants needed to synthesize it. (2) The reactants are: [Cl:1][C:2]1[CH:23]=[CH:22][CH:21]=[CH:20][C:3]=1[O:4][C:5]1[CH2:9][N:8]([CH:10]([CH2:14][C:15]([F:18])([F:17])[F:16])[C:11](O)=[O:12])[C:7](=[O:19])[CH:6]=1.[CH3:24][C:25]1([CH3:37])[O:29][C@H:28]([CH2:30][N:31]2[CH:35]=[CH:34][C:33]([NH2:36])=[N:32]2)[CH2:27][O:26]1.C(N(CC)C(C)C)(C)C.F[P-](F)(F)(F)(F)F.N1(O[P+](N(C)C)(N(C)C)N(C)C)C2C=CC=CC=2N=N1. Given the product [Cl:1][C:2]1[CH:23]=[CH:22][CH:21]=[CH:20][C:3]=1[O:4][C:5]1[CH2:9][N:8]([CH:10]([CH2:14][C:15]([F:17])([F:18])[F:16])[C:11]([NH:36][C:33]2[CH:34]=[CH:35][N:31]([CH2:30][C@@H:28]3[CH2:27][O:26][C:25]([CH3:37])([CH3:24])[O:29]3)[N:32]=2)=[O:12])[C:7](=[O:19])[CH:6]=1, predict the reactants needed to synthesize it. (3) Given the product [Cl:1][C:2]1[CH:3]=[C:4]2[C:16]([CH:8]=[C:7]([NH2:15])[N:6]=[CH:5]2)=[CH:17][CH:18]=1.[Cl:1][C:2]1[CH:18]=[CH:17][CH:16]=[C:4]2[C:3]=1[CH:8]=[C:7]([NH2:15])[N:6]=[CH:5]2, predict the reactants needed to synthesize it. The reactants are: [Cl:1][C:2]1[CH:3]=[C:4]([CH:16]=[CH:17][CH:18]=1)[CH2:5][NH:6][C:7](=[NH:15])[CH:8](OCC)OCC.S(=O)(=O)(O)O.[OH-].[Na+].